Dataset: Reaction yield outcomes from USPTO patents with 853,638 reactions. Task: Predict the reaction yield, written as a fraction of the theoretical maximum amount of product (1.0 means a 100% yield; for example, 0.34 means a 34% yield). (1) The reactants are [C:1]([O:5][C:6]([N:8]1[CH2:13][CH2:12][N:11]([CH2:14][C:15]2[CH:20]=[CH:19][C:18]([N+:21]([O-])=O)=[CH:17][CH:16]=2)[CH2:10][CH2:9]1)=[O:7])([CH3:4])([CH3:3])[CH3:2]. The catalyst is [Pd]. The product is [C:1]([O:5][C:6]([N:8]1[CH2:9][CH2:10][N:11]([CH2:14][C:15]2[CH:16]=[CH:17][C:18]([NH2:21])=[CH:19][CH:20]=2)[CH2:12][CH2:13]1)=[O:7])([CH3:4])([CH3:2])[CH3:3]. The yield is 0.670. (2) The reactants are [Cl-].[Al+3].[Cl-].[Cl-].[CH3:5][O:6][C:7]1[CH:15]=[CH:14][C:10]([CH2:11][CH2:12][Cl:13])=[CH:9][CH:8]=1.[C:16](Cl)(=[O:18])[CH3:17]. The catalyst is ClCCl. The product is [Cl:13][CH2:12][CH2:11][C:10]1[CH:9]=[CH:8][C:7]([OH:6])=[C:15]([C:16](=[O:18])[CH3:17])[CH:14]=1.[Cl:13][CH2:12][CH2:11][C:10]1[CH:14]=[CH:15][C:7]([O:6][CH3:5])=[C:8]([C:16](=[O:18])[CH3:17])[CH:9]=1. The yield is 0.0500. (3) The reactants are COC[O:4][C:5]1[CH:14]=[CH:13][C:12]2[O:11][CH:10]([C:15]3[CH:20]=[CH:19][C:18]([O:21]COC)=[CH:17][CH:16]=3)[CH:9]3[CH2:25][CH:26]([OH:28])[CH2:27][CH:8]3[C:7]=2[CH:6]=1.CO.C(Cl)Cl. The catalyst is C1COCC1.Cl.CCOC(C)=O. The product is [OH:21][C:18]1[CH:17]=[CH:16][C:15]([C@H:10]2[C@H:9]3[CH2:25][C@@H:26]([OH:28])[CH2:27][C@H:8]3[C:7]3[CH:6]=[C:5]([OH:4])[CH:14]=[CH:13][C:12]=3[O:11]2)=[CH:20][CH:19]=1. The yield is 0.790. (4) The reactants are [C:1]([O:5][C:6]([N:8]1[CH2:13][CH2:12][N:11]([C:14]2[CH:19]=[CH:18][C:17]([NH2:20])=[C:16]([CH3:21])[CH:15]=2)[CH2:10][CH2:9]1)=[O:7])([CH3:4])([CH3:3])[CH3:2].[CH3:22][O:23][C:24]1[CH:29]=[CH:28][C:27]([CH3:30])=[CH:26][C:25]=1[N:31]=[C:32]=[O:33].CO. The catalyst is O1CCCC1. The product is [C:1]([O:5][C:6]([N:8]1[CH2:13][CH2:12][N:11]([C:14]2[CH:19]=[CH:18][C:17]([NH:20][C:32]([NH:31][C:25]3[CH:26]=[C:27]([CH3:30])[CH:28]=[CH:29][C:24]=3[O:23][CH3:22])=[O:33])=[C:16]([CH3:21])[CH:15]=2)[CH2:10][CH2:9]1)=[O:7])([CH3:4])([CH3:3])[CH3:2]. The yield is 0.530. (5) The reactants are [NH2:1][CH2:2][CH2:3][N:4]1[C:8](=[O:9])/[C:7](=[CH:10]/[C:11]2[CH:16]=[CH:15][C:14]([O:17][CH2:18][CH3:19])=[CH:13][CH:12]=2)/[S:6][C:5]1=[O:20].[CH2:21](N(CC)CC)C.C=O.C(O[BH-](OC(=O)C)OC(=O)C)(=O)C.[Na+]. The catalyst is ClCCCl. The product is [CH2:18]([O:17][C:14]1[CH:15]=[CH:16][C:11](/[CH:10]=[C:7]2/[C:8](=[O:9])[N:4]([CH2:3][CH2:2][NH:1][CH3:21])[C:5](=[O:20])[S:6]/2)=[CH:12][CH:13]=1)[CH3:19]. The yield is 0.381. (6) The reactants are N12CCN(CC1)CC2.Cl[C:10]1[C:19]2[C:14](=[N:15][CH:16]=[CH:17][CH:18]=2)[NH:13][C:12](=[O:20])[C:11]=1[C:21]#[N:22].[N:23]1([C:29]([C:31]2[S:32][CH:33]=[CH:34][CH:35]=2)=[O:30])[CH2:28][CH2:27][NH:26][CH2:25][CH2:24]1. The catalyst is CC(N(C)C)=O. The product is [O:20]=[C:12]1[C:11]([C:21]#[N:22])=[C:10]([N:26]2[CH2:27][CH2:28][N:23]([C:29]([C:31]3[S:32][CH:33]=[CH:34][CH:35]=3)=[O:30])[CH2:24][CH2:25]2)[C:19]2[C:14](=[N:15][CH:16]=[CH:17][CH:18]=2)[NH:13]1. The yield is 0.510. (7) The reactants are [CH2:1]([C:5]1([CH3:18])[CH2:10][CH2:9][N:8](C(OC(C)(C)C)=O)[CH2:7][CH2:6]1)[CH2:2][CH:3]=[CH2:4].[ClH:19].O1CCOCC1. No catalyst specified. The product is [CH2:1]([C:5]1([CH3:18])[CH2:6][CH2:7][NH:8][CH2:9][CH2:10]1)[CH2:2][CH:3]=[CH2:4].[ClH:19]. The yield is 0.990. (8) The reactants are [CH3:1][CH2:2][CH2:3][C:4]1[CH:5]=[C:6]([C:10]([NH2:12])=[S:11])[CH:7]=[CH:8][N:9]=1.Br[CH2:14][C:15]([C:17]1[CH:22]=[CH:21][C:20]([CH3:23])=[CH:19][CH:18]=1)=O. The catalyst is C(O)C. The product is [CH3:1][CH2:2][CH2:3][C:4]1[CH:5]=[C:6]([C:10]2[S:11][CH:14]=[C:15]([C:17]3[CH:18]=[CH:19][C:20]([CH3:23])=[CH:21][CH:22]=3)[N:12]=2)[CH:7]=[CH:8][N:9]=1. The yield is 0.830.